Dataset: Forward reaction prediction with 1.9M reactions from USPTO patents (1976-2016). Task: Predict the product of the given reaction. Given the reactants [OH-].C([N+](CCCC)(CCCC)CCCC)CCC.[CH:19]1([C:25]2[C:26]3[CH:27]=[CH:28][C:29]([C:49]([O:51][C:52]([CH3:55])([CH3:54])[CH3:53])=[O:50])=[CH:30][C:31]=3[N:32]3[CH2:38][C:37]([C:39]([O:41]C)=[O:40])=[CH:36][C:35]4[CH:43]=[C:44]([O:47][CH3:48])[CH:45]=[CH:46][C:34]=4[C:33]=23)[CH2:24][CH2:23][CH2:22][CH2:21][CH2:20]1.Cl, predict the reaction product. The product is: [C:52]([O:51][C:49]([C:29]1[CH:28]=[CH:27][C:26]2[C:25]([CH:19]3[CH2:24][CH2:23][CH2:22][CH2:21][CH2:20]3)=[C:33]3[C:34]4[CH:46]=[CH:45][C:44]([O:47][CH3:48])=[CH:43][C:35]=4[CH:36]=[C:37]([C:39]([OH:41])=[O:40])[CH2:38][N:32]3[C:31]=2[CH:30]=1)=[O:50])([CH3:55])([CH3:53])[CH3:54].